Dataset: hERG potassium channel inhibition data for cardiac toxicity prediction from Karim et al.. Task: Regression/Classification. Given a drug SMILES string, predict its toxicity properties. Task type varies by dataset: regression for continuous values (e.g., LD50, hERG inhibition percentage) or binary classification for toxic/non-toxic outcomes (e.g., AMES mutagenicity, cardiotoxicity, hepatotoxicity). Dataset: herg_karim. (1) The drug is COc1ccc2ncc(=O)n(CCN3CC[C@H](NCc4ccc5c(n4)NC(=O)CO5)[C@@H](O)C3)c2c1. The result is 0 (non-blocker). (2) The compound is N[C@H](C(=O)N1CCSC1)[C@H]1CC[C@H](NS(=O)(=O)c2ccc(OC(F)(F)F)cc2)CC1. The result is 1 (blocker). (3) The compound is CCOC(=O)c1c(CN2CCOCC2)nc(-c2nccs2)nc1-c1ccc(F)cc1Br. The result is 0 (non-blocker). (4) The drug is COc1ccc2c(c1)CN(C)CC2c1ccc(Cl)c(Cl)c1. The result is 0 (non-blocker). (5) The molecule is CC(C)Cc1cc(C(=O)NCC2(C#N)CCN(CC3=Cc4ccccc4OC3(C)C)CC2)nn1-c1ccccc1. The result is 1 (blocker). (6) The compound is CN(C(=O)c1ccncc1)c1ccc(OCc2ccc3ccccc3n2)cc1. The result is 0 (non-blocker). (7) The compound is Cc1nccn1CC(NC(=O)CC1CCN(Cc2ccn(-c3ccc(C(F)(F)F)cc3)c2)CC1)c1ccccc1. The result is 0 (non-blocker).